From a dataset of Catalyst prediction with 721,799 reactions and 888 catalyst types from USPTO. Predict which catalyst facilitates the given reaction. (1) Reactant: C(OC([N:8]1[CH2:13][CH2:12][CH:11]([CH2:14][CH2:15][CH2:16][O:17][C:18]2[CH:23]=[CH:22][C:21]([C:24]([OH:26])=[O:25])=[C:20]([CH3:27])[CH:19]=2)[CH2:10][CH2:9]1)=O)(C)(C)C.[ClH:28]. Product: [ClH:28].[CH3:27][C:20]1[CH:19]=[C:18]([O:17][CH2:16][CH2:15][CH2:14][CH:11]2[CH2:10][CH2:9][NH:8][CH2:13][CH2:12]2)[CH:23]=[CH:22][C:21]=1[C:24]([OH:26])=[O:25]. The catalyst class is: 12. (2) Reactant: [CH:1]([O:4][C:5]([N:7]1[CH:12]([CH2:13][CH3:14])[CH2:11][CH:10]([NH2:15])[CH2:9][CH:8]1[CH2:16][CH3:17])=[O:6])([CH3:3])[CH3:2].[Br:18][C:19]1[CH:20]=[N:21][C:22](Cl)=[N:23][CH:24]=1.C(N(CC)C(C)C)(C)C.O. Product: [CH:1]([O:4][C:5]([N:7]1[CH:12]([CH2:13][CH3:14])[CH2:11][CH:10]([NH:15][C:22]2[N:23]=[CH:24][C:19]([Br:18])=[CH:20][N:21]=2)[CH2:9][CH:8]1[CH2:16][CH3:17])=[O:6])([CH3:2])[CH3:3]. The catalyst class is: 3. (3) Reactant: Cl[C:2]1[CH:3]=[C:4]([C@@H:8]([C@@H:17]2[CH2:22][CH2:21][CH2:20][N:19]([C:23](=[O:45])[NH:24][C@@H:25]([CH2:38][CH:39]3[CH2:44][CH2:43][O:42][CH2:41][CH2:40]3)[CH2:26][N:27]([CH3:37])[C:28]([O:30][CH2:31][CH2:32][Si:33]([CH3:36])([CH3:35])[CH3:34])=[O:29])[CH2:18]2)[O:9][CH2:10][CH2:11][NH:12][C:13](=[O:16])[O:14][CH3:15])[CH:5]=[CH:6][CH:7]=1. Product: [CH3:37][N:27]([CH2:26][C@@H:25]([NH:24][C:23]([N:19]1[CH2:20][CH2:21][CH2:22][C@@H:17]([C@H:8]([C:4]2[CH:3]=[CH:2][CH:7]=[CH:6][CH:5]=2)[O:9][CH2:10][CH2:11][NH:12][C:13](=[O:16])[O:14][CH3:15])[CH2:18]1)=[O:45])[CH2:38][CH:39]1[CH2:44][CH2:43][O:42][CH2:41][CH2:40]1)[C:28]([O:30][CH2:31][CH2:32][Si:33]([CH3:36])([CH3:35])[CH3:34])=[O:29]. The catalyst class is: 105. (4) Reactant: I[C:2]1[CH:8]=[CH:7][CH:6]=[CH:5][C:3]=1[NH2:4].C([Sn](CCCC)(CCCC)[C:14]1[O:15][CH:16]=[CH:17][N:18]=1)CCC. Product: [O:15]1[CH:16]=[CH:17][N:18]=[C:14]1[C:2]1[CH:8]=[CH:7][CH:6]=[CH:5][C:3]=1[NH2:4]. The catalyst class is: 77. (5) Reactant: [C:1]1([CH2:7][CH2:8][CH2:9][CH2:10][C:11]([N:13]([CH2:23][C:24]([O:26]C)=[O:25])[CH2:14][CH2:15][CH2:16][C:17]2[CH:22]=[CH:21][CH:20]=[CH:19][CH:18]=2)=[O:12])[CH:6]=[CH:5][CH:4]=[CH:3][CH:2]=1.[OH-].[Na+].Cl. Product: [C:1]1([CH2:7][CH2:8][CH2:9][CH2:10][C:11]([N:13]([CH2:23][C:24]([OH:26])=[O:25])[CH2:14][CH2:15][CH2:16][C:17]2[CH:18]=[CH:19][CH:20]=[CH:21][CH:22]=2)=[O:12])[CH:6]=[CH:5][CH:4]=[CH:3][CH:2]=1. The catalyst class is: 125. (6) Reactant: [C:1]([O:5][C:6]([NH:8][C:9]1[CH:13]=[CH:12][O:11][N:10]=1)=[O:7])([CH3:4])([CH3:3])[CH3:2].[H-].[Na+].[CH2:16](Br)[CH:17]=[CH2:18]. Product: [CH2:18]([N:10]1[CH:9]([NH:8][C:6]([O:5][C:1]([CH3:4])([CH3:2])[CH3:3])=[O:7])[CH:13]=[CH:12][O:11]1)[CH:17]=[CH2:16]. The catalyst class is: 762. (7) Product: [CH3:1][O:2][C:3]([C:5]1[N:6]=[C:7]([NH:10][C:11](=[O:43])[C@@H:12]([NH:21][C:22](=[O:42])[C@H:23]([NH2:34])[C:24]2[CH:33]=[CH:32][C:27]3[O:28][CH2:29][CH2:30][O:31][C:26]=3[CH:25]=2)[C@H:13]([C:15]2[CH:20]=[CH:19][CH:18]=[CH:17][CH:16]=2)[CH3:14])[S:8][CH:9]=1)=[O:4]. Reactant: [CH3:1][O:2][C:3]([C:5]1[N:6]=[C:7]([NH:10][C:11](=[O:43])[C@@H:12]([NH:21][C:22](=[O:42])[C@H:23]([NH:34]C(OC(C)(C)C)=O)[C:24]2[CH:33]=[CH:32][C:27]3[O:28][CH2:29][CH2:30][O:31][C:26]=3[CH:25]=2)[C@H:13]([C:15]2[CH:20]=[CH:19][CH:18]=[CH:17][CH:16]=2)[CH3:14])[S:8][CH:9]=1)=[O:4].FC(F)(F)C(O)=O. The catalyst class is: 4.